Dataset: Forward reaction prediction with 1.9M reactions from USPTO patents (1976-2016). Task: Predict the product of the given reaction. (1) Given the reactants [CH3:1][N:2]([C:14]1[N:23]=[C:22]([NH2:24])[C:21]2[C:16](=[CH:17][C:18]([O:27][CH3:28])=[C:19]([O:25][CH3:26])[CH:20]=2)[N:15]=1)[CH2:3][CH2:4][CH2:5][NH:6][C:7]([CH:9]1[O:13][CH2:12][CH2:11][CH2:10]1)=[O:8].[ClH:29], predict the reaction product. The product is: [CH3:1][N:2]([C:14]1[N:23]=[C:22]([NH2:24])[C:21]2[C:16](=[CH:17][C:18]([O:27][CH3:28])=[C:19]([O:25][CH3:26])[CH:20]=2)[N:15]=1)[CH2:3][CH2:4][CH2:5][NH:6][C:7]([CH:9]1[O:13][CH2:12][CH2:11][CH2:10]1)=[O:8].[ClH:29]. (2) Given the reactants CC(C)([O-])C.[K+].[F:7][C:8]([F:20])([F:19])[CH2:9][O:10][P:11]([O-:18])[O:12][CH2:13][C:14]([F:17])([F:16])[F:15].Br[CH2:22][C:23]([N:25]([CH3:27])[CH3:26])=[O:24], predict the reaction product. The product is: [CH3:26][N:25]([CH3:27])[C:23](=[O:24])[CH2:22][P:11](=[O:18])([O:12][CH2:13][C:14]([F:17])([F:15])[F:16])[O:10][CH2:9][C:8]([F:7])([F:19])[F:20].